This data is from Forward reaction prediction with 1.9M reactions from USPTO patents (1976-2016). The task is: Predict the product of the given reaction. (1) Given the reactants [CH3:1][O:2][C:3](=[O:14])[C:4]1[CH:9]=[CH:8][C:7]([Cl:10])=[C:6]([CH2:11]Br)[C:5]=1[Cl:13].CCOCC, predict the reaction product. The product is: [CH3:1][O:2][C:3](=[O:14])[C:4]1[CH:9]=[CH:8][C:7]([Cl:10])=[C:6]([CH3:11])[C:5]=1[Cl:13]. (2) Given the reactants [Cl:1][C:2]1[CH:7]=[CH:6][C:5]([NH:8][C:9](=[O:15])[O:10][C:11]([CH3:14])([CH3:13])[CH3:12])=[C:4]([C:16]2[CH:24]=[C:23]3[N:19]([CH:20]([C:25]4[NH:26][CH:27]=[C:28]([C:30]5[CH:35]=[CH:34][C:33]([CH:36]=O)=[CH:32][CH:31]=5)[N:29]=4)[CH2:21][CH2:22]3)[C:18](=[O:38])[CH:17]=2)[CH:3]=1.Cl.[NH2:40][OH:41].[OH-].[Na+], predict the reaction product. The product is: [Cl:1][C:2]1[CH:7]=[CH:6][C:5]([NH:8][C:9](=[O:15])[O:10][C:11]([CH3:13])([CH3:14])[CH3:12])=[C:4]([C:16]2[CH:24]=[C:23]3[N:19]([CH:20]([C:25]4[NH:26][CH:27]=[C:28]([C:30]5[CH:31]=[CH:32][C:33]([CH:36]=[N:40][OH:41])=[CH:34][CH:35]=5)[N:29]=4)[CH2:21][CH2:22]3)[C:18](=[O:38])[CH:17]=2)[CH:3]=1. (3) Given the reactants [CH:1]1[C:13]2[CH:12]([CH2:14][O:15][C:16]([N:18]([CH3:25])[C@@H:19]([CH2:23][OH:24])[C:20]([OH:22])=[O:21])=[O:17])[C:11]3[C:6](=[CH:7][CH:8]=[CH:9][CH:10]=3)[C:5]=2[CH:4]=[CH:3][CH:2]=1.[CH3:26][O:27][C:28]1[CH:49]=[CH:48][C:31]([C:32](Cl)([C:41]2[CH:46]=[CH:45][CH:44]=[CH:43][CH:42]=2)[C:33]2[CH:38]=[CH:37][C:36]([O:39][CH3:40])=[CH:35][CH:34]=2)=[CH:30][CH:29]=1.[N:50]1[CH:55]=[CH:54]C=[CH:52][CH:51]=1, predict the reaction product. The product is: [CH:10]1[C:11]2[CH:12]([CH2:14][O:15][C:16]([N:18]([CH3:25])[C@@H:19]([CH2:23][O:24][C:32]([C:31]3[CH:48]=[CH:49][C:28]([O:27][CH3:26])=[CH:29][CH:30]=3)([C:33]3[CH:38]=[CH:37][C:36]([O:39][CH3:40])=[CH:35][CH:34]=3)[C:41]3[CH:42]=[CH:43][CH:44]=[CH:45][CH:46]=3)[C:20]([O-:22])=[O:21])=[O:17])[C:13]3[C:5](=[CH:4][CH:3]=[CH:2][CH:1]=3)[C:6]=2[CH:7]=[CH:8][CH:9]=1.[CH2:55]([NH+:50]([CH:49]([CH3:48])[CH3:28])[CH:51]([CH3:52])[CH3:1])[CH3:54]. (4) Given the reactants Cl.[NH2:2][C:3]1([CH2:8]Cl)[CH2:7][CH2:6][CH2:5][CH2:4]1.[CH3:10][C:11]1[CH:16]=[C:15]([N+:17]([O-:19])=[O:18])[CH:14]=[CH:13][C:12]=1[N:20]=[C:21]=[S:22], predict the reaction product. The product is: [CH3:10][C:11]1[CH:16]=[C:15]([N+:17]([O-:19])=[O:18])[CH:14]=[CH:13][C:12]=1[N:20]=[C:21]1[S:22][CH2:8][C:3]2([CH2:7][CH2:6][CH2:5][CH2:4]2)[NH:2]1. (5) Given the reactants C(O[C:6](=[O:22])[CH2:7][CH:8]([CH2:12][C:13]1[C:14]2[CH:21]=[CH:20][CH:19]=[CH:18][C:15]=2[S:16][CH:17]=1)[C:9]([OH:11])=[O:10])(C)(C)C.[N:29]1([N:29]2[CH2:34][CH2:33][CH2:32][CH2:31][CH2:30]2)[CH2:34][CH2:33][CH2:32][CH2:31][CH2:30]1.C([N:37]([CH2:40][CH3:41])[CH2:38][CH3:39])C.C(OP(ON1[C:56](=O)[C:55]2[CH:58]=CC=C[C:54]=2N=N1)(OCC)=O)C.[CH2:62](Cl)Cl, predict the reaction product. The product is: [C:55]([O:11][C:9](=[O:10])[C@@H:8]([CH2:12][C:13]1[C:14]2[CH:21]=[CH:20][CH:19]=[CH:18][C:15]=2[S:16][CH:17]=1)[CH2:7][C:6]([N:37]1[CH2:38][CH2:39][CH:62]([N:29]2[CH2:30][CH2:31][CH2:32][CH2:33][CH2:34]2)[CH2:41][CH2:40]1)=[O:22])([CH3:58])([CH3:56])[CH3:54].